Dataset: Forward reaction prediction with 1.9M reactions from USPTO patents (1976-2016). Task: Predict the product of the given reaction. The product is: [O:1]1[CH2:6][CH2:5][N:4]([CH2:7][C:8]2[N:13]=[C:12]([C:14]3[CH:19]=[CH:18][CH:17]=[CH:16][CH:15]=3)[N:11]=[C:10]([C:20]([OH:22])=[O:21])[CH:9]=2)[CH2:3][CH2:2]1. Given the reactants [O:1]1[CH2:6][CH2:5][N:4]([CH2:7][C:8]2[N:13]=[C:12]([C:14]3[CH:19]=[CH:18][CH:17]=[CH:16][CH:15]=3)[N:11]=[C:10]([C:20]([O:22]C)=[O:21])[CH:9]=2)[CH2:3][CH2:2]1.O[Li].O.C1COCC1.Cl, predict the reaction product.